From a dataset of Forward reaction prediction with 1.9M reactions from USPTO patents (1976-2016). Predict the product of the given reaction. (1) Given the reactants OCC1(CN[C:10]([C:12]2[N:13]([CH2:23][C:24]3[CH:29]=[CH:28][CH:27]=[C:26]([O:30][C:31]([F:34])([F:33])[F:32])[CH:25]=3)[C:14]3[C:19]([CH:20]=2)=[CH:18][C:17]([C:21]#[N:22])=[CH:16][CH:15]=3)=[O:11])CCCC1.C(C1C=C2C(=CC=1)N(CC1C=CC=C(OC(F)(F)F)C=1)C(C(O)=O)=C2)#N.Cl.[CH2:62]([O:64][C:65](=[O:70])[CH:66]([CH3:69])[CH2:67][NH2:68])[CH3:63], predict the reaction product. The product is: [CH2:62]([O:64][C:65](=[O:70])[CH:66]([CH3:69])[CH2:67][NH:68][C:10]([C:12]1[N:13]([CH2:23][C:24]2[CH:29]=[CH:28][CH:27]=[C:26]([O:30][C:31]([F:34])([F:32])[F:33])[CH:25]=2)[C:14]2[C:19]([CH:20]=1)=[CH:18][C:17]([C:21]#[N:22])=[CH:16][CH:15]=2)=[O:11])[CH3:63]. (2) Given the reactants ClC1C(OC2C=CC(OC(F)(F)F)=C(Cl)C=2)=CC(F)=C(C=1)C(OC(C)(C)C)=O.[Cl:29][C:30]1[C:31]([CH2:44][O:45][C:46]2[CH:47]=[N:48][C:49]([O:53][CH:54]([CH3:56])[CH3:55])=[C:50]([Cl:52])[CH:51]=2)=[CH:32][C:33]([F:43])=[C:34]([CH:42]=1)[C:35]([O:37]C(C)(C)C)=[O:36], predict the reaction product. The product is: [Cl:29][C:30]1[C:31]([CH2:44][O:45][C:46]2[CH:47]=[N:48][C:49]([O:53][CH:54]([CH3:56])[CH3:55])=[C:50]([Cl:52])[CH:51]=2)=[CH:32][C:33]([F:43])=[C:34]([CH:42]=1)[C:35]([OH:37])=[O:36]. (3) Given the reactants CO[C:3]1[CH:8]=[C:7]([C:9]([F:12])([F:11])[F:10])[CH:6]=[CH:5][C:4]=1[C:13]1[O:14][CH2:15][C:16]([CH3:19])([CH3:18])[N:17]=1.[Br-].[CH2:21]1[CH2:25]OC[CH2:22]1, predict the reaction product. The product is: [CH:21]([C:3]1[CH:8]=[C:7]([C:9]([F:12])([F:11])[F:10])[CH:6]=[CH:5][C:4]=1[C:13]1[O:14][CH2:15][C:16]([CH3:19])([CH3:18])[N:17]=1)([CH3:25])[CH3:22]. (4) The product is: [F:1][C:2]1[CH:17]=[C:16]([CH2:18][NH:28][CH2:27][CH2:26][CH:23]2[CH2:24][CH2:25][O:20][CH2:21][CH2:22]2)[CH:15]=[CH:14][C:3]=1[O:4][C:5]1[CH:13]=[CH:12][C:8]([C:9]([NH2:11])=[O:10])=[CH:7][N:6]=1. Given the reactants [F:1][C:2]1[CH:17]=[C:16]([CH:18]=O)[CH:15]=[CH:14][C:3]=1[O:4][C:5]1[CH:13]=[CH:12][C:8]([C:9]([NH2:11])=[O:10])=[CH:7][N:6]=1.[O:20]1[CH2:25][CH2:24][CH:23]([CH2:26][CH2:27][NH2:28])[CH2:22][CH2:21]1.[BH4-].[Na+], predict the reaction product. (5) Given the reactants [Br:1][C:2]1[C:10]2[C:9]([NH2:11])=[CH:8][C:7]([CH3:12])=[N:6][C:5]=2[S:4][C:3]=1[CH3:13].CC(C)([O-])C.[K+].[Cl:20][C:21]1[CH:22]=[C:23]([S:27](Cl)(=[O:29])=[O:28])[CH:24]=[CH:25][CH:26]=1, predict the reaction product. The product is: [Br:1][C:2]1[C:10]2[C:5](=[N:6][C:7]([CH3:12])=[CH:8][C:9]=2[NH:11][S:27]([C:23]2[CH:24]=[CH:25][CH:26]=[C:21]([Cl:20])[CH:22]=2)(=[O:29])=[O:28])[S:4][C:3]=1[CH3:13]. (6) Given the reactants C(OC([N:8]1[CH2:13][CH2:12][CH:11]([C:14]([N:16]2[CH2:20][C@@H:19]([N:21]([CH2:32][CH3:33])[C:22]([O:24][C:25]3[CH:30]=[CH:29][C:28]([F:31])=[CH:27][CH:26]=3)=[O:23])[C@H:18]([C:34]3[CH:39]=[CH:38][C:37]([Cl:40])=[CH:36][CH:35]=3)[CH2:17]2)=[O:15])[CH2:10][CH2:9]1)=O)(C)(C)C.C(O)(C(F)(F)F)=O, predict the reaction product. The product is: [F:31][C:28]1[CH:29]=[CH:30][C:25]([O:24][C:22](=[O:23])[N:21]([C@H:19]2[C@H:18]([C:34]3[CH:39]=[CH:38][C:37]([Cl:40])=[CH:36][CH:35]=3)[CH2:17][N:16]([C:14]([CH:11]3[CH2:12][CH2:13][NH:8][CH2:9][CH2:10]3)=[O:15])[CH2:20]2)[CH2:32][CH3:33])=[CH:26][CH:27]=1.